Regression. Given two drug SMILES strings and cell line genomic features, predict the synergy score measuring deviation from expected non-interaction effect. From a dataset of NCI-60 drug combinations with 297,098 pairs across 59 cell lines. (1) Drug 1: C1CC(CNC1)C2=CC=C(C=C2)N3C=C4C=CC=C(C4=N3)C(=O)N. Drug 2: CC1CCC2CC(C(=CC=CC=CC(CC(C(=O)C(C(C(=CC(C(=O)CC(OC(=O)C3CCCCN3C(=O)C(=O)C1(O2)O)C(C)CC4CCC(C(C4)OC)OP(=O)(C)C)C)C)O)OC)C)C)C)OC. Cell line: T-47D. Synergy scores: CSS=37.6, Synergy_ZIP=5.11, Synergy_Bliss=9.47, Synergy_Loewe=13.0, Synergy_HSA=14.1. (2) Drug 1: CC1=C(C=C(C=C1)NC(=O)C2=CC=C(C=C2)CN3CCN(CC3)C)NC4=NC=CC(=N4)C5=CN=CC=C5. Drug 2: CC1C(C(CC(O1)OC2CC(OC(C2O)C)OC3=CC4=CC5=C(C(=O)C(C(C5)C(C(=O)C(C(C)O)O)OC)OC6CC(C(C(O6)C)O)OC7CC(C(C(O7)C)O)OC8CC(C(C(O8)C)O)(C)O)C(=C4C(=C3C)O)O)O)O. Cell line: SK-MEL-5. Synergy scores: CSS=28.7, Synergy_ZIP=-1.36, Synergy_Bliss=-3.35, Synergy_Loewe=-22.6, Synergy_HSA=-3.86.